From a dataset of Peptide-MHC class II binding affinity with 134,281 pairs from IEDB. Regression. Given a peptide amino acid sequence and an MHC pseudo amino acid sequence, predict their binding affinity value. This is MHC class II binding data. The peptide sequence is KTRRFLPQILAECAR. The MHC is DRB1_0301 with pseudo-sequence DRB1_0301. The binding affinity (normalized) is 0.642.